This data is from Catalyst prediction with 721,799 reactions and 888 catalyst types from USPTO. The task is: Predict which catalyst facilitates the given reaction. (1) Reactant: [C:1]([N:3]1[CH2:8][CH2:7][CH:6]([N:9]([CH3:25])[C:10]([N:12]2[CH:16]=[C:15]([C:17]3[CH:22]=[CH:21][C:20]([O:23][CH3:24])=[CH:19][CH:18]=3)[N:14]=[CH:13]2)=[O:11])[CH2:5][CH2:4]1)#[N:2].C([Sn](CCCC)=O)CCC.[N:36]([Si](C)(C)C)=[N+:37]=[N-:38]. Product: [N:2]1[NH:36][N:37]=[N:38][C:1]=1[N:3]1[CH2:8][CH2:7][CH:6]([N:9]([CH3:25])[C:10]([N:12]2[CH:16]=[C:15]([C:17]3[CH:18]=[CH:19][C:20]([O:23][CH3:24])=[CH:21][CH:22]=3)[N:14]=[CH:13]2)=[O:11])[CH2:5][CH2:4]1. The catalyst class is: 11. (2) Reactant: Br[C:2]1[CH:7]=[CH:6][C:5]([O:8][CH3:9])=[C:4]([O:10][CH2:11][CH3:12])[CH:3]=1.C([Li])CCC.[O:18]1[C:22]2[CH:23]=[CH:24][C:25]([CH:27]=[O:28])=[CH:26][C:21]=2[CH:20]=[CH:19]1.C(O)(C)C. Product: [O:18]1[C:22]2[CH:23]=[CH:24][C:25]([CH:27]([C:2]3[CH:7]=[CH:6][C:5]([O:8][CH3:9])=[C:4]([O:10][CH2:11][CH3:12])[CH:3]=3)[OH:28])=[CH:26][C:21]=2[CH:20]=[CH:19]1. The catalyst class is: 20. (3) Reactant: [F:1][C:2](I)([F:4])[F:3].[F:6][C:7]1[CH:12]=[CH:11][CH:10]=[CH:9][C:8]=1[SH:13].C(N(CC)CC)C. Product: [F:6][C:7]1[CH:12]=[CH:11][CH:10]=[CH:9][C:8]=1[S:13][C:2]([F:4])([F:3])[F:1]. The catalyst class is: 35. (4) Reactant: [Cl:1][C:2]1[CH:7]=[C:6]2[NH:8][C:9](=[O:43])[C@:10]3([C@@H:14]([C:15]4[CH:20]=[CH:19][CH:18]=[C:17]([Cl:21])[C:16]=4[F:22])[C@H:13]([C:23]([NH:25][C:26]4[CH:31]=[CH:30][C:29]([CH2:32][C:33](O)=[O:34])=[CH:28][C:27]=4[O:36][CH3:37])=[O:24])[NH:12][C@H:11]3[CH2:38][C:39]([CH3:42])([CH3:41])[CH3:40])[C:5]2=[CH:4][CH:3]=1.CC[N:46]=C=NCCCN(C)C.C1C=CC2N(O)N=NC=2C=1.[NH4+].[Cl-].C(N(CC)CC)C. Product: [C:33]([CH2:32][C:29]1[CH:30]=[CH:31][C:26]([NH:25][C:23]([C@@H:13]2[NH:12][C@@H:11]([CH2:38][C:39]([CH3:42])([CH3:40])[CH3:41])[C@:10]3([C:5]4[C:6](=[CH:7][C:2]([Cl:1])=[CH:3][CH:4]=4)[NH:8][C:9]3=[O:43])[C@H:14]2[C:15]2[CH:20]=[CH:19][CH:18]=[C:17]([Cl:21])[C:16]=2[F:22])=[O:24])=[C:27]([O:36][CH3:37])[CH:28]=1)(=[O:34])[NH2:46]. The catalyst class is: 3.